From a dataset of Reaction yield outcomes from USPTO patents with 853,638 reactions. Predict the reaction yield, written as a fraction of the theoretical maximum amount of product (1.0 means a 100% yield; for example, 0.34 means a 34% yield). (1) The reactants are [CH3:1][O:2][C:3]1[CH:4]=[C:5]([C:18]2[CH:19]=[C:20]([C:25]3[CH:30]=[C:29]([C:31]4[CH:32]=[N:33][N:34]([CH3:36])[CH:35]=4)[N:28]=[CH:27][C:26]=3[NH2:37])[C:21](F)=[N:22][CH:23]=2)[CH:6]=[C:7]([O:16][CH3:17])[C:8]=1[CH2:9][N:10]1[CH2:15][CH2:14][CH2:13][CH2:12][CH2:11]1.C[Si]([N-][Si](C)(C)C)(C)C.[Na+]. The catalyst is C1COCC1. The product is [CH3:1][O:2][C:3]1[CH:4]=[C:5]([C:18]2[CH:23]=[N:22][C:21]3[NH:37][C:26]4[CH:27]=[N:28][C:29]([C:31]5[CH:32]=[N:33][N:34]([CH3:36])[CH:35]=5)=[CH:30][C:25]=4[C:20]=3[CH:19]=2)[CH:6]=[C:7]([O:16][CH3:17])[C:8]=1[CH2:9][N:10]1[CH2:15][CH2:14][CH2:13][CH2:12][CH2:11]1. The yield is 0.150. (2) The reactants are Cl.Cl.[NH2:3][CH2:4][CH2:5][CH2:6][CH2:7][C:8]1[CH:23]=[CH:22][C:11]([O:12][CH2:13][C:14]([NH:16][C:17]2[NH:18][CH:19]=[CH:20][N:21]=2)=[O:15])=[CH:10][CH:9]=1.C(N(C(C)C)CC)(C)C.I.[NH2:34][C:35]1[C:36]([C:43]([NH:45][C:46](=[NH:49])SC)=[O:44])=[N:37][C:38]([Cl:42])=[C:39]([NH2:41])[N:40]=1. The catalyst is C(O)C.CO. The product is [NH2:34][C:35]1[C:36]([C:43]([N:45]=[C:46]([NH2:49])[NH:3][CH2:4][CH2:5][CH2:6][CH2:7][C:8]2[CH:23]=[CH:22][C:11]([O:12][CH2:13][C:14]([NH:16][C:17]3[NH:21][CH:20]=[CH:19][N:18]=3)=[O:15])=[CH:10][CH:9]=2)=[O:44])=[N:37][C:38]([Cl:42])=[C:39]([NH2:41])[N:40]=1. The yield is 0.290.